This data is from Reaction yield outcomes from USPTO patents with 853,638 reactions. The task is: Predict the reaction yield, written as a fraction of the theoretical maximum amount of product (1.0 means a 100% yield; for example, 0.34 means a 34% yield). (1) The reactants are [CH2:1]([NH:3][C:4]1[C:9]([N+:10]([O-])=O)=[CH:8][CH:7]=[CH:6][N:5]=1)[CH3:2].NN. The catalyst is C(O)C.[Pd]. The product is [CH2:1]([NH:3][C:4]1[C:9]([NH2:10])=[CH:8][CH:7]=[CH:6][N:5]=1)[CH3:2]. The yield is 0.750. (2) The reactants are [Li]CCCC.CCCCCC.Br[C:13]1[CH:14]=[N:15][CH:16]=[CH:17][CH:18]=1.[Br:19][C:20]1[CH:21]=[CH:22][C:23]2[N:28]=[C:27]([CH3:29])[O:26][C:25](=[O:30])[C:24]=2[CH:31]=1. The catalyst is C(OCC)C. The product is [Br:19][C:20]1[CH:21]=[CH:22][C:23]([NH:28][C:27](=[O:26])[CH3:29])=[C:24]([C:25]([C:13]2[CH:14]=[N:15][CH:16]=[CH:17][CH:18]=2)=[O:30])[CH:31]=1. The yield is 0.310. (3) The catalyst is C1COCC1.O. The product is [C:1]1([NH:7][C:8]([C:10]2([C:13]([OH:15])=[O:14])[CH2:11][CH2:12]2)=[O:9])[CH:2]=[CH:3][CH:4]=[CH:5][CH:6]=1. The reactants are [C:1]1([NH:7][C:8]([C:10]2([C:13]([O:15]C)=[O:14])[CH2:12][CH2:11]2)=[O:9])[CH:6]=[CH:5][CH:4]=[CH:3][CH:2]=1.O.[OH-].[Li+]. The yield is 0.850. (4) The catalyst is C1COCC1.CCOCC. The product is [CH2:8]([O:7][C:1](=[O:6])[CH2:2][C:3](=[O:5])[C:28]([CH3:29])([CH3:27])[CH:32]=[CH2:33])[CH3:9]. The yield is 0.980. The reactants are [C:1]([O:7][CH2:8][CH3:9])(=[O:6])[CH2:2][C:3]([OH:5])=O.N1C=CC=CC=1C1C=CC=CN=1.[Li]CCCC.[CH3:27][C:28](C)([CH:32]=[CH2:33])[C:29](Cl)=O. (5) The reactants are [N+:1]([C:4]1[CH:9]=[CH:8][C:7]([NH:10][CH2:11][CH2:12][CH:13]([OH:26])[CH2:14][CH2:15][NH:16][C:17]2[CH:22]=[CH:21][C:20]([N+:23]([O-])=O)=[CH:19][CH:18]=2)=[CH:6][CH:5]=1)([O-])=O. The catalyst is [Pd].C(O)C. The product is [NH2:23][C:20]1[CH:21]=[CH:22][C:17]([NH:16][CH2:15][CH2:14][CH:13]([OH:26])[CH2:12][CH2:11][NH:10][C:7]2[CH:6]=[CH:5][C:4]([NH2:1])=[CH:9][CH:8]=2)=[CH:18][CH:19]=1. The yield is 0.760.